This data is from Reaction yield outcomes from USPTO patents with 853,638 reactions. The task is: Predict the reaction yield, written as a fraction of the theoretical maximum amount of product (1.0 means a 100% yield; for example, 0.34 means a 34% yield). The reactants are FC1C=C2C(C(I)=CN2S(C2C=CC=CC=2)(=O)=O)=CC=1.C1(S([N:30]2[C:38]3[C:33](=[CH:34][CH:35]=[C:36]([F:39])[CH:37]=3)[C:32]([C:40]3[CH:41]=[CH:42][C:43]4[N:47]=[C:46]([CH2:48][CH2:49][NH:50][S:51]([CH3:54])(=[O:53])=[O:52])[NH:45][C:44]=4[CH:55]=3)=[CH:31]2)(=O)=O)C=CC=CC=1. No catalyst specified. The product is [F:39][C:36]1[CH:37]=[C:38]2[C:33]([C:32]([C:40]3[CH:41]=[CH:42][C:43]4[N:47]=[C:46]([CH2:48][CH2:49][NH:50][S:51]([CH3:54])(=[O:53])=[O:52])[NH:45][C:44]=4[CH:55]=3)=[CH:31][NH:30]2)=[CH:34][CH:35]=1. The yield is 0.110.